Dataset: M1 muscarinic receptor antagonist screen with 61,756 compounds. Task: Binary Classification. Given a drug SMILES string, predict its activity (active/inactive) in a high-throughput screening assay against a specified biological target. (1) The compound is S(=O)(=O)(N1C(CCC1)C(OCC(=O)Nc1cc2OCOc2cc1)=O)c1ccc(cc1)C. The result is 0 (inactive). (2) The molecule is s1c(NC(=O)C2C(C(CC2)(C)C(O)=O)(C)C)nc(c1)C. The result is 0 (inactive). (3) The drug is s1cc(nc1N)C1(CC(OC1)=O)C(OCC)=O. The result is 0 (inactive).